This data is from Reaction yield outcomes from USPTO patents with 853,638 reactions. The task is: Predict the reaction yield, written as a fraction of the theoretical maximum amount of product (1.0 means a 100% yield; for example, 0.34 means a 34% yield). The reactants are [NH:1]1[C:5]2[CH:6]=[CH:7][CH:8]=[CH:9][C:4]=2[N:3]=[C:2]1[S:10]([CH2:13][CH2:14][CH2:15][CH2:16][NH2:17])(=[O:12])=[O:11].[CH3:18][C:19]1[C:20]([CH:26]=O)=[N:21][CH:22]=[C:23]([CH3:25])[CH:24]=1.[BH4-].[Na+].C([O-])(O)=O.[Na+]. The catalyst is CO.C(Cl)Cl. The product is [NH:1]1[C:5]2[CH:6]=[CH:7][CH:8]=[CH:9][C:4]=2[N:3]=[C:2]1[S:10]([CH2:13][CH2:14][CH2:15][CH2:16][NH:17][CH2:26][C:20]1[C:19]([CH3:18])=[CH:24][C:23]([CH3:25])=[CH:22][N:21]=1)(=[O:12])=[O:11]. The yield is 0.140.